This data is from Reaction yield outcomes from USPTO patents with 853,638 reactions. The task is: Predict the reaction yield, written as a fraction of the theoretical maximum amount of product (1.0 means a 100% yield; for example, 0.34 means a 34% yield). (1) The reactants are [CH3:1][P:2](=[O:7])([O:5][CH3:6])[O:3][CH3:4].C([Li])CCC.[CH3:13][C@@H:14]([CH2:20][CH2:21][CH2:22][C:23]1[CH:28]=[CH:27][CH:26]=[CH:25][CH:24]=1)[C:15](OCC)=[O:16].OS([O-])(=O)=O.[K+]. The catalyst is C1COCC1. The product is [CH3:13][C@@H:14]([CH2:20][CH2:21][CH2:22][C:23]1[CH:24]=[CH:25][CH:26]=[CH:27][CH:28]=1)[C:15](=[O:16])[CH2:1][P:2](=[O:7])([O:5][CH3:6])[O:3][CH3:4]. The yield is 0.420. (2) The reactants are [CH2:1]([O:8][C:9]1[CH:10]=[C:11]([OH:15])[CH:12]=[CH:13][CH:14]=1)[C:2]1[CH:7]=[CH:6][CH:5]=[CH:4][CH:3]=1.[N+]([C:19]1[S:23][C:22]([C:24]#[N:25])=[CH:21][CH:20]=1)([O-])=O.C(=O)([O-])[O-].[K+].[K+].C(OCC)(=O)C. The catalyst is CS(C)=O.O. The product is [CH2:1]([O:8][C:9]1[CH:10]=[C:11]([CH:12]=[CH:13][CH:14]=1)[O:15][C:19]1[S:23][C:22]([C:24]#[N:25])=[CH:21][CH:20]=1)[C:2]1[CH:3]=[CH:4][CH:5]=[CH:6][CH:7]=1. The yield is 0.0280.